Task: Regression. Given a peptide amino acid sequence and an MHC pseudo amino acid sequence, predict their binding affinity value. This is MHC class II binding data.. Dataset: Peptide-MHC class II binding affinity with 134,281 pairs from IEDB (1) The peptide sequence is YKDVDKPPFSGMTGC. The MHC is HLA-DQA10101-DQB10501 with pseudo-sequence HLA-DQA10101-DQB10501. The binding affinity (normalized) is 0.0113. (2) The peptide sequence is VLAGWLFHVRGARR. The MHC is DRB1_0901 with pseudo-sequence DRB1_0901. The binding affinity (normalized) is 0.321. (3) The peptide sequence is GAGAAPLSWSKEIYN. The MHC is DRB1_1302 with pseudo-sequence DRB1_1302. The binding affinity (normalized) is 0.0473. (4) The peptide sequence is VGSKLIVAMSSWLQK. The MHC is DRB3_0101 with pseudo-sequence DRB3_0101. The binding affinity (normalized) is 0.426. (5) The peptide sequence is GKWYLKAMTADQEVPE. The MHC is HLA-DPA10301-DPB10402 with pseudo-sequence HLA-DPA10301-DPB10402. The binding affinity (normalized) is 0.0677. (6) The peptide sequence is LSADQISTVQASFDKVK. The MHC is HLA-DPA10301-DPB10402 with pseudo-sequence HLA-DPA10301-DPB10402. The binding affinity (normalized) is 0.234.